This data is from Catalyst prediction with 721,799 reactions and 888 catalyst types from USPTO. The task is: Predict which catalyst facilitates the given reaction. (1) Reactant: [C:1](=[NH:24])([O:3][CH2:4][CH2:5][C:6]1[CH:11]=[CH:10][C:9]([O:12][C:13]2[CH:18]=[CH:17][C:16]([Cl:19])=[C:15]([C:20]([F:23])([F:22])[F:21])[CH:14]=2)=[CH:8][CH:7]=1)[NH2:2].[CH:25]([CH:27]([CH2:32][C:33]([O:35][CH3:36])=[O:34])[C:28](OC)=O)=[O:26].C([O-])([O-])=O.[K+].[K+]. Product: [Cl:19][C:16]1[CH:17]=[CH:18][C:13]([O:12][C:9]2[CH:8]=[CH:7][C:6]([CH2:5][CH2:4][O:3][C:1]3[NH:2][CH:28]=[C:27]([CH2:32][C:33]([O:35][CH3:36])=[O:34])[C:25](=[O:26])[N:24]=3)=[CH:11][CH:10]=2)=[CH:14][C:15]=1[C:20]([F:23])([F:22])[F:21]. The catalyst class is: 37. (2) Reactant: [Cl:1][C:2]1[S:6][C:5]([C:7]2[O:11][C:10]([S:12][CH2:13][C:14]([NH:16][C:17]3[CH:22]=[CH:21][CH:20]=[CH:19][CH:18]=3)=[O:15])=[N:9][N:8]=2)=[CH:4][CH:3]=1.C([O-])(=O)C.[Na+]. Product: [Cl:1][C:2]1[S:6][C:5]([C:7]([NH:8][N:9]=[C:10]2[N:16]([C:17]3[CH:22]=[CH:21][CH:20]=[CH:19][CH:18]=3)[C:14](=[O:15])[CH2:13][S:12]2)=[O:11])=[CH:4][CH:3]=1. The catalyst class is: 8. (3) Reactant: Br[C:2]1[C:3]([Cl:30])=[CH:4][C:5]([O:28][CH3:29])=[C:6]([N:8]2[C:17]3[C:12](=[CH:13][C:14]([S:18]([NH:21][C:22]4[CH:26]=[CH:25][O:24][N:23]=4)(=[O:20])=[O:19])=[CH:15][CH:16]=3)[CH:11]=[CH:10][C:9]2=[O:27])[CH:7]=1.[Cl:31][C:32]1[CH:33]=[C:34](B(O)O)[CH:35]=[C:36]([F:38])[CH:37]=1.C(=O)([O-])[O-].[K+].[K+].[Cl-].[NH4+]. Product: [Cl:31][C:32]1[CH:33]=[C:34]([C:2]2[C:3]([Cl:30])=[CH:4][C:5]([O:28][CH3:29])=[C:6]([N:8]3[C:17]4[C:12](=[CH:13][C:14]([S:18]([NH:21][C:22]5[CH:26]=[CH:25][O:24][N:23]=5)(=[O:20])=[O:19])=[CH:15][CH:16]=4)[CH:11]=[CH:10][C:9]3=[O:27])[CH:7]=2)[CH:35]=[C:36]([F:38])[CH:37]=1. The catalyst class is: 70. (4) Product: [F:1][C:2]1[N:7]=[CH:6][C:5]([CH:8]([OH:29])[CH:9]([CH2:15][C:16]2[CH:21]=[CH:20][CH:19]=[C:18]([O:22][C:23]([F:27])([F:28])[CH:24]([F:25])[F:26])[CH:17]=2)[C:10]([OH:12])=[O:11])=[CH:4][CH:3]=1. The catalyst class is: 5. Reactant: [F:1][C:2]1[N:7]=[CH:6][C:5]([CH:8]([OH:29])[CH:9]([CH2:15][C:16]2[CH:21]=[CH:20][CH:19]=[C:18]([O:22][C:23]([F:28])([F:27])[CH:24]([F:26])[F:25])[CH:17]=2)[C:10]([O:12]CC)=[O:11])=[CH:4][CH:3]=1.[OH-].[Na+].Cl.